Dataset: Catalyst prediction with 721,799 reactions and 888 catalyst types from USPTO. Task: Predict which catalyst facilitates the given reaction. (1) Reactant: [CH2:1]([CH:3]1[O:5][CH2:4]1)Cl.[CH:6]([OH:9])([CH3:8])[CH3:7].[C:10]1([CH:17]=[CH:16][C:14]([OH:15])=[CH:13][CH:12]=1)[OH:11].[OH-:18].[Na+]. Product: [C:6]1([C:8]2[CH:4]3[O:5][CH:3]3[CH2:1][O:18][CH2:12][CH:10]3[O:11][CH:17]3[C:16]=2[C:14](=[CH:13][CH:7]=1)[OH:15])[OH:9]. The catalyst class is: 6. (2) Reactant: N(C(C)C)C(C)C.[Li]CCCC.[Li+].CC([N-]C(C)C)C.[C:21]([O:24][C:25]([CH3:28])([CH3:27])[CH3:26])(=[O:23])[CH3:22].[CH:29]([C:31]1[CH:40]=[CH:39][C:34]([C:35]([O:37][CH3:38])=[O:36])=[CH:33][CH:32]=1)=O.ClC1N=C(OC)N=C(OC)N=1.[NH4+].[Cl-]. Product: [C:25]([O:24][C:21]([CH:22]=[CH:29][C:31]1[CH:40]=[CH:39][C:34]([C:35]([O:37][CH3:38])=[O:36])=[CH:33][CH:32]=1)=[O:23])([CH3:28])([CH3:27])[CH3:26]. The catalyst class is: 49. (3) The catalyst class is: 90. Product: [OH:31][CH:25]([C:22]1[CH:23]=[CH:24][C:19]([CH2:18][CH2:17][S:14]([NH:13][CH2:12][CH2:11][CH2:10][CH2:9][CH2:8][CH2:7][C:6]([OH:32])=[O:5])(=[O:16])=[O:15])=[CH:20][CH:21]=1)[CH2:26][CH2:27][CH2:28][CH2:29][CH3:30]. Reactant: [OH-].[Li+].C([O:5][C:6](=[O:32])[CH2:7][CH2:8][CH2:9][CH2:10][CH2:11][CH2:12][NH:13][S:14]([CH2:17][CH2:18][C:19]1[CH:24]=[CH:23][C:22]([CH:25]([OH:31])[CH2:26][CH2:27][CH2:28][CH2:29][CH3:30])=[CH:21][CH:20]=1)(=[O:16])=[O:15])C.Cl. (4) Reactant: [H-].[Al+3].[Li+].[H-].[H-].[H-].[O:7]1[CH2:12][CH2:11][CH2:10][CH2:9][CH:8]1[O:13][C:14]1[CH:21]=[CH:20][C:17]([C:18]#[N:19])=[CH:16][CH:15]=1.O.[OH-].[Na+]. Product: [O:7]1[CH2:12][CH2:11][CH2:10][CH2:9][CH:8]1[O:13][C:14]1[CH:15]=[CH:16][C:17]([CH2:18][NH2:19])=[CH:20][CH:21]=1. The catalyst class is: 1.